This data is from Reaction yield outcomes from USPTO patents with 853,638 reactions. The task is: Predict the reaction yield, written as a fraction of the theoretical maximum amount of product (1.0 means a 100% yield; for example, 0.34 means a 34% yield). (1) The reactants are Cl[C:2]1[C:7]([CH:8]([CH2:13][CH2:14][CH3:15])[C:9]([O:11][CH3:12])=[O:10])=[C:6]([CH3:16])[N:5]=[C:4]([C:17]2[CH:22]=[CH:21][CH:20]=[CH:19][CH:18]=2)[N:3]=1.C(N(CC)C(C)C)(C)C.[S:32]1[CH:36]=[CH:35][C:34]2[CH:37]=[C:38](B3OC(C)(C)C(C)(C)O3)[CH:39]=[CH:40][C:33]1=2. The catalyst is COCCOC.O.C1C=CC([P]([Pd]([P](C2C=CC=CC=2)(C2C=CC=CC=2)C2C=CC=CC=2)([P](C2C=CC=CC=2)(C2C=CC=CC=2)C2C=CC=CC=2)[P](C2C=CC=CC=2)(C2C=CC=CC=2)C2C=CC=CC=2)(C2C=CC=CC=2)C2C=CC=CC=2)=CC=1. The product is [S:32]1[CH:36]=[CH:35][C:34]2[CH:37]=[C:38]([C:2]3[C:7]([CH:8]([CH2:13][CH2:14][CH3:15])[C:9]([O:11][CH3:12])=[O:10])=[C:6]([CH3:16])[N:5]=[C:4]([C:17]4[CH:22]=[CH:21][CH:20]=[CH:19][CH:18]=4)[N:3]=3)[CH:39]=[CH:40][C:33]1=2. The yield is 0.420. (2) The reactants are [C:1]1([C:7]2[N:8]=[C:9]([N:12]3[CH2:17][CH2:16][N:15]([C:18]([NH:20][C:21]4[CH:22]=[N:23][CH:24]=[CH:25][CH:26]=4)=[O:19])[CH2:14][CH2:13]3)[S:10][CH:11]=2)[CH:6]=[CH:5][CH:4]=[CH:3][CH:2]=1.[ClH:27]. The catalyst is O1CCCC1.C(OCC)(=O)C. The product is [ClH:27].[C:1]1([C:7]2[N:8]=[C:9]([N:12]3[CH2:17][CH2:16][N:15]([C:18]([NH:20][C:21]4[CH:22]=[N:23][CH:24]=[CH:25][CH:26]=4)=[O:19])[CH2:14][CH2:13]3)[S:10][CH:11]=2)[CH:2]=[CH:3][CH:4]=[CH:5][CH:6]=1. The yield is 0.990. (3) The catalyst is C(Cl)Cl.[Cl-].[Na+].O.CCOC(C)=O. The product is [Cl:1][C:2]1[N:3]=[C:4]([N:17]2[CH2:18][CH2:19][O:20][CH2:21][CH2:22]2)[C:5]2[O:10][C:9]3[N:11]=[CH:12][C:13]([CH2:15][N:27]4[CH2:28][CH2:29][N:24]([CH3:23])[CH2:25][CH2:26]4)=[CH:14][C:8]=3[C:6]=2[N:7]=1. The reactants are [Cl:1][C:2]1[N:3]=[C:4]([N:17]2[CH2:22][CH2:21][O:20][CH2:19][CH2:18]2)[C:5]2[O:10][C:9]3[N:11]=[CH:12][C:13]([CH:15]=O)=[CH:14][C:8]=3[C:6]=2[N:7]=1.[CH3:23][N:24]1[CH2:29][CH2:28][NH:27][CH2:26][CH2:25]1.[BH3-]C#N.[Na+].[BH-](OC(C)=O)(OC(C)=O)OC(C)=O.[Na+]. The yield is 0.350. (4) The reactants are [F:1][C:2]1[C:3]([NH:9][CH2:10][C:11]2[CH:16]=[CH:15][CH:14]=[C:13]([F:17])[CH:12]=2)=[N:4][C:5](F)=[CH:6][CH:7]=1.[CH3:18][O-:19].[Na+]. The catalyst is CO.[Cl-].[Na+].O. The product is [F:1][C:2]1[C:3]([NH:9][CH2:10][C:11]2[CH:16]=[CH:15][CH:14]=[C:13]([F:17])[CH:12]=2)=[N:4][C:5]([O:19][CH3:18])=[CH:6][CH:7]=1. The yield is 0.620. (5) The reactants are [Br:1][C:2]1[CH:3]=[CH:4][C:5](F)=[N:6][CH:7]=1.[NH:9]1[CH2:14][CH2:13][NH:12][CH2:11][C:10]1=[O:15].C([O-])([O-])=O.[K+].[K+].O. The catalyst is CS(C)=O. The product is [Br:1][C:2]1[CH:3]=[CH:4][C:5]([N:12]2[CH2:13][CH2:14][NH:9][C:10](=[O:15])[CH2:11]2)=[N:6][CH:7]=1. The yield is 0.170. (6) The reactants are C(OC(=O)[NH:7][C@H:8]1[CH2:12][CH2:11][CH2:10][C@@H:9]1[NH:13][C:14]1[C:15]2[S:23][CH2:22][CH2:21][C:16]=2[N:17]=[C:18]([Cl:20])[N:19]=1)(C)(C)C.Cl.CO. The catalyst is O1CCOCC1. The product is [ClH:20].[Cl:20][C:18]1[N:19]=[C:14]([NH:13][CH:9]2[CH2:10][CH2:11][CH2:12][NH:7][CH2:8]2)[C:15]2[S:23][CH2:22][CH2:21][C:16]=2[N:17]=1. The yield is 0.910. (7) The reactants are [O:1]=[C:2]1[C:7]([CH:8]=[O:9])=[CH:6][CH:5]=[CH:4][NH:3]1.I[C:11]1[CH:12]=[C:13]([N:17]2[CH2:22][CH2:21][O:20][CH2:19][C:18]2=[O:23])[CH:14]=[CH:15][CH:16]=1.OC1C=CC=C2C=1N=CC=C2.C(=O)([O-])[O-].[K+].[K+].[OH-].[NH4+]. The catalyst is [Cu](I)I.C(OCC)(=O)C.CS(C)=O. The product is [O:1]=[C:2]1[C:7]([CH:8]=[O:9])=[CH:6][CH:5]=[CH:4][N:3]1[C:15]1[CH:16]=[CH:11][CH:12]=[C:13]([N:17]2[CH2:22][CH2:21][O:20][CH2:19][C:18]2=[O:23])[CH:14]=1. The yield is 0.240. (8) The reactants are F[C:2]1[N:7]=[CH:6][C:5]([C@H:8]([N:10]2[CH2:15][CH2:14][N:13]([C:16]([O:18][C:19]([CH3:22])([CH3:21])[CH3:20])=[O:17])[CH2:12][C@@H:11]2[CH3:23])[CH3:9])=[CH:4][C:3]=1[C:24]1[N:32]=[C:31]([CH3:33])[N:30]=[C:29]2[C:25]=1[N:26]=[CH:27][N:28]2[CH:34]1[CH2:39][CH2:38][CH2:37][CH2:36][O:35]1.[F:40][C:41]1[CH:42]=[C:43]([NH2:49])[CH:44]=[N:45][C:46]=1[O:47][CH3:48].C[Si]([N-][Si](C)(C)C)(C)C.[Li+]. The yield is 0.391. The catalyst is C1COCC1. The product is [F:40][C:41]1[CH:42]=[C:43]([NH:49][C:2]2[N:7]=[CH:6][C:5]([C@H:8]([N:10]3[CH2:15][CH2:14][N:13]([C:16]([O:18][C:19]([CH3:21])([CH3:20])[CH3:22])=[O:17])[CH2:12][C@@H:11]3[CH3:23])[CH3:9])=[CH:4][C:3]=2[C:24]2[N:32]=[C:31]([CH3:33])[N:30]=[C:29]3[C:25]=2[N:26]=[CH:27][N:28]3[CH:34]2[CH2:39][CH2:38][CH2:37][CH2:36][O:35]2)[CH:44]=[N:45][C:46]=1[O:47][CH3:48]. (9) The reactants are Cl[CH2:2][C:3]([C:5]1[CH:10]=[CH:9][C:8]([Cl:11])=[CH:7][CH:6]=1)=[O:4].[C:12]([S-:14])#[N:13].[K+]. No catalyst specified. The product is [Cl:11][C:8]1[CH:9]=[CH:10][C:5]([C:3](=[O:4])[CH2:2][S:14][C:12]#[N:13])=[CH:6][CH:7]=1. The yield is 0.900.